This data is from Reaction yield outcomes from USPTO patents with 853,638 reactions. The task is: Predict the reaction yield, written as a fraction of the theoretical maximum amount of product (1.0 means a 100% yield; for example, 0.34 means a 34% yield). (1) The reactants are [F:1][C:2]1[CH:7]=[CH:6][C:5]([C:8]([CH3:12])([CH3:11])[CH2:9][NH2:10])=[CH:4][CH:3]=1.C[CH2:14][N:15]([CH:19](C)C)C(C)C.ClN1C=C(Cl)[S:25][NH:24]1.C(Cl)[Cl:30]. No catalyst specified. The product is [Cl:30][C:19]1[N:15]=[C:14]([NH:10][CH2:9][C:8]([C:5]2[CH:4]=[CH:3][C:2]([F:1])=[CH:7][CH:6]=2)([CH3:12])[CH3:11])[S:25][N:24]=1. The yield is 0.940. (2) The reactants are [CH3:1][CH:2]1[NH:7][CH:6]([CH3:8])[CH2:5][N:4]([C:9]2[CH:14]=[CH:13][C:12]([N+:15]([O-])=O)=[CH:11][CH:10]=2)[CH2:3]1.NN. The catalyst is CO.[Ni]. The product is [CH3:8][CH:6]1[NH:7][CH:2]([CH3:1])[CH2:3][N:4]([C:9]2[CH:14]=[CH:13][C:12]([NH2:15])=[CH:11][CH:10]=2)[CH2:5]1. The yield is 0.670. (3) The reactants are [C:1]1(=[O:8])[NH:7][CH2:6][CH2:5][CH2:4][CH2:3][CH2:2]1.C1(C)C=CC=CC=1.S(=[N:18][C:19]1[CH:27]=[CH:26][C:22]([C:23](Cl)=[O:24])=[CH:21][CH:20]=1)=O. The catalyst is N1C=CC=CC=1. The product is [NH2:18][C:19]1[CH:27]=[CH:26][C:22]([C:23]([N:7]2[CH2:6][CH2:5][CH2:4][CH2:3][CH2:2][C:1]2=[O:8])=[O:24])=[CH:21][CH:20]=1. The yield is 0.680. (4) The reactants are [CH3:1][S:2][C:3](=[NH:8])[NH:4][N+:5]([O-:7])=[O:6].[C:9]([O-])([O-])=O.[Cs+].[Cs+].CI. The catalyst is CN(C=O)C.O.CCOC(C)=O. The product is [N+:5]([NH:4][C:3]([S:2][CH3:1])=[N:8][CH3:9])([O-:7])=[O:6]. The yield is 0.110.